This data is from Catalyst prediction with 721,799 reactions and 888 catalyst types from USPTO. The task is: Predict which catalyst facilitates the given reaction. (1) Reactant: [NH:1]1[C:9]2[C:4](=[CH:5][CH:6]=[CH:7][CH:8]=2)[CH2:3][C:2]1=[O:10].[CH3:11][N:12]([CH3:37])[C:13]([CH2:15][CH2:16][C:17]1[C:18]([S:25]([C:28]2[CH:29]=[C:30]([CH:34]=[CH:35][CH:36]=2)[C:31]([OH:33])=[O:32])(=[O:27])=[O:26])=[C:19]([CH3:24])[NH:20][C:21]=1[CH:22]=O)=[O:14].N1CCCCC1. Product: [CH3:37][N:12]([CH3:11])[C:13]([CH2:15][CH2:16][C:17]1[C:18]([S:25]([C:28]2[CH:29]=[C:30]([CH:34]=[CH:35][CH:36]=2)[C:31]([OH:33])=[O:32])(=[O:27])=[O:26])=[C:19]([CH3:24])[NH:20][C:21]=1/[CH:22]=[C:3]1\[C:2](=[O:10])[NH:1][C:9]2[C:4]\1=[CH:5][CH:6]=[CH:7][CH:8]=2)=[O:14]. The catalyst class is: 8. (2) Reactant: [Br:1][C:2]1[CH:7]=[CH:6][C:5]2[C:8]3[C:13](=O)[NH:12][CH:11]=[N:10][C:9]=3[S:15][C:4]=2[CH:3]=1.O=P(Cl)(Cl)[Cl:18]. Product: [Br:1][C:2]1[CH:7]=[CH:6][C:5]2[C:8]3[C:13]([Cl:18])=[N:12][CH:11]=[N:10][C:9]=3[S:15][C:4]=2[CH:3]=1. The catalyst class is: 66. (3) Reactant: [C:1]([O:5][C:6]([N:8]1[CH2:13][C@@H:12]([NH:14][O:15][CH2:16][C:17]2[CH:22]=[CH:21][CH:20]=[CH:19][CH:18]=2)[CH2:11][CH2:10][C@@H:9]1[C:23]#[N:24])=[O:7])([CH3:4])([CH3:3])[CH3:2].[N-:25]=[N+:26]=[N-:27].[Na+].Cl.C(N(CC)CC)C.[Cl-].[NH4+]. Product: [C:1]([O:5][C:6]([N:8]1[CH2:13][C@@H:12]([NH:14][O:15][CH2:16][C:17]2[CH:18]=[CH:19][CH:20]=[CH:21][CH:22]=2)[CH2:11][CH2:10][C@@H:9]1[C:23]1[NH:27][N:26]=[N:25][N:24]=1)=[O:7])([CH3:4])([CH3:2])[CH3:3]. The catalyst class is: 11. (4) Reactant: [Cl:1][C:2]1[CH:7]=[CH:6][C:5]([O:8][CH:9]2[CH2:14][CH2:13][NH:12][CH2:11][CH2:10]2)=[CH:4][N:3]=1.CCN(CC)CC.[CH3:22][S:23](Cl)(=[O:25])=[O:24]. Product: [Cl:1][C:2]1[CH:7]=[CH:6][C:5]([O:8][CH:9]2[CH2:14][CH2:13][N:12]([S:23]([CH3:22])(=[O:25])=[O:24])[CH2:11][CH2:10]2)=[CH:4][N:3]=1. The catalyst class is: 2. (5) Reactant: [CH3:1][S:2]([C:5]1[CH:6]=[CH:7][C:8]2[C:9]3[N:30]=[CH:29][C:28](B(O)O)=[CH:27][C:10]=3[N:11]([C@H:14]([C:21]3[CH:26]=[CH:25][CH:24]=[CH:23][CH:22]=3)[CH:15]3[CH2:20][CH2:19][O:18][CH2:17][CH2:16]3)[C:12]=2[CH:13]=1)(=[O:4])=[O:3].Br[C:35]1[C:36]([CH3:40])=[N:37][NH:38][CH:39]=1.C(=O)([O-])[O-].[K+].[K+]. Product: [CH3:1][S:2]([C:5]1[CH:6]=[CH:7][C:8]2[C:9]3[N:30]=[CH:29][C:28]([C:35]4[C:36]([CH3:40])=[N:37][NH:38][CH:39]=4)=[CH:27][C:10]=3[N:11]([C@@H:14]([CH:15]3[CH2:20][CH2:19][O:18][CH2:17][CH2:16]3)[C:21]3[CH:26]=[CH:25][CH:24]=[CH:23][CH:22]=3)[C:12]=2[CH:13]=1)(=[O:4])=[O:3]. The catalyst class is: 669. (6) Reactant: [H-].[Al+3].[Li+].[H-].[H-].[H-].[C:7]([O:11][C:12](=[O:47])[CH2:13][CH:14]([NH:21][S:22]([C:25]1[CH:30]=[CH:29][C:28]([C:31](=[O:33])[NH2:32])=[CH:27][C:26]=1[O:34][CH2:35][CH2:36][C:37]1[C:46]2[C:41](=[CH:42][CH:43]=[CH:44][CH:45]=2)[CH:40]=[CH:39][CH:38]=1)(=[O:24])=[O:23])[C:15](N(OC)C)=[O:16])([CH3:10])([CH3:9])[CH3:8]. The catalyst class is: 757. Product: [C:7]([O:11][C:12](=[O:47])[CH2:13][CH:14]([NH:21][S:22]([C:25]1[CH:30]=[CH:29][C:28]([C:31](=[O:33])[NH2:32])=[CH:27][C:26]=1[O:34][CH2:35][CH2:36][C:37]1[C:46]2[C:41](=[CH:42][CH:43]=[CH:44][CH:45]=2)[CH:40]=[CH:39][CH:38]=1)(=[O:24])=[O:23])[CH:15]=[O:16])([CH3:10])([CH3:8])[CH3:9]. (7) Reactant: C(O[C:6](=O)[NH:7][C@H:8]1[CH2:12][CH2:11][N:10]([C:13]2[CH:14]=[CH:15][C:16]3[N:17]([C:19]([Br:22])=[CH:20][N:21]=3)[N:18]=2)[CH2:9]1)(C)(C)C.IC.[H-].[Na+]. Product: [Br:22][C:19]1[N:17]2[N:18]=[C:13]([N:10]3[CH2:11][CH2:12][C@H:8]([NH:7][CH3:6])[CH2:9]3)[CH:14]=[CH:15][C:16]2=[N:21][CH:20]=1. The catalyst class is: 3. (8) Reactant: CC1C=CC(S(O[C@@H:12]2[C@H:16]([O:17][S:18]([C:21]3[CH:26]=[CH:25][C:24]([CH3:27])=[CH:23][CH:22]=3)(=[O:20])=[O:19])OC(C)(C)[O:13]2)(=O)=O)=CC=1. Product: [CH3:27][C:24]1[CH:23]=[CH:22][C:21]([S:18]([O:17][CH2:16][C@@H:12]([OH:13])[C@H:12]([OH:13])[CH2:16][O:17][S:18]([C:21]2[CH:22]=[CH:23][C:24]([CH3:27])=[CH:25][CH:26]=2)(=[O:19])=[O:20])(=[O:19])=[O:20])=[CH:26][CH:25]=1. The catalyst class is: 7.